From a dataset of Full USPTO retrosynthesis dataset with 1.9M reactions from patents (1976-2016). Predict the reactants needed to synthesize the given product. Given the product [F:1][C:2]1[CH:3]=[CH:4][C:5]([N:8]2[C:16]3[CH:15]=[C:14]4[CH2:17][CH2:18][C@H:19]5[C:24]([C@@:13]4([CH3:30])[CH2:12][C:11]=3[CH:10]=[N:9]2)=[CH:23][CH2:22][C@@H:21]([C:25]([F:27])([F:26])[F:28])[C@@H:20]5[NH:29][C:39]([NH:38][C:34]2[CH:35]=[CH:36][CH:37]=[C:32]([CH3:31])[CH:33]=2)=[O:40])=[CH:6][CH:7]=1, predict the reactants needed to synthesize it. The reactants are: [F:1][C:2]1[CH:7]=[CH:6][C:5]([N:8]2[C:16]3[CH:15]=[C:14]4[CH2:17][CH2:18][C@H:19]5[C:24]([C@@:13]4([CH3:30])[CH2:12][C:11]=3[CH:10]=[N:9]2)=[CH:23][CH2:22][C@@H:21]([C:25]([F:28])([F:27])[F:26])[C@@H:20]5[NH2:29])=[CH:4][CH:3]=1.[CH3:31][C:32]1[CH:33]=[C:34]([N:38]=[C:39]=[O:40])[CH:35]=[CH:36][CH:37]=1.